This data is from Peptide-MHC class II binding affinity with 134,281 pairs from IEDB. The task is: Regression. Given a peptide amino acid sequence and an MHC pseudo amino acid sequence, predict their binding affinity value. This is MHC class II binding data. (1) The peptide sequence is GELQIVSKIDAAFKI. The MHC is DRB1_1101 with pseudo-sequence DRB1_1101. The binding affinity (normalized) is 0.789. (2) The peptide sequence is GELQIVDKIDAWFKI. The MHC is DRB1_1501 with pseudo-sequence DRB1_1501. The binding affinity (normalized) is 0.521.